From a dataset of Full USPTO retrosynthesis dataset with 1.9M reactions from patents (1976-2016). Predict the reactants needed to synthesize the given product. Given the product [CH3:25][C:10]1[C:11]([C:13]2[N:17]=[C:16]([NH:18][C:19]3[CH:24]=[CH:23][CH:22]=[CH:21][N:20]=3)[S:15][N:14]=2)=[CH:12][NH:8][N:9]=1, predict the reactants needed to synthesize it. The reactants are: COC1C=CC(C[N:8]2[CH:12]=[C:11]([C:13]3[N:17]=[C:16]([NH:18][C:19]4[CH:24]=[CH:23][CH:22]=[CH:21][N:20]=4)[S:15][N:14]=3)[C:10]([CH3:25])=[N:9]2)=CC=1.COC1C=CC(CN2C(C)=C(C(=N)N)C=N2)=CC=1.